Dataset: Catalyst prediction with 721,799 reactions and 888 catalyst types from USPTO. Task: Predict which catalyst facilitates the given reaction. (1) Reactant: [CH3:1][CH:2]1[O:6][C:5](=[S:7])[N:4]([CH2:8][C:9]2[CH:14]=[CH:13][CH:12]=[CH:11][C:10]=2[NH:15][S:16]([C:19]([F:22])([F:21])[F:20])(=[O:18])=[O:17])[CH2:3]1.C(=O)(O)[O-].[Na+].Cl[C:29]([O:31][CH2:32][CH:33]([CH3:35])[CH3:34])=[O:30]. Product: [CH3:1][CH:2]1[O:6][C:5](=[S:7])[N:4]([CH2:8][C:9]2[CH:14]=[CH:13][CH:12]=[CH:11][C:10]=2[N:15]([C:29]([O:31][CH2:32][CH:33]([CH3:35])[CH3:34])=[O:30])[S:16]([C:19]([F:22])([F:20])[F:21])(=[O:18])=[O:17])[CH2:3]1. The catalyst class is: 10. (2) Reactant: [Cl:1][C:2]1[N:10]=[C:9](Cl)[CH:8]=[CH:7][C:3]=1[C:4]([OH:6])=[O:5].C[C:13](C)([O-:15])C.[K+]. Product: [Cl:1][C:2]1[N:10]=[C:9]([O:15][CH3:13])[CH:8]=[CH:7][C:3]=1[C:4]([OH:6])=[O:5]. The catalyst class is: 5.